Task: Predict the reactants needed to synthesize the given product.. Dataset: Full USPTO retrosynthesis dataset with 1.9M reactions from patents (1976-2016) (1) Given the product [F:15][C:16]([F:23])([C:19]([F:22])([F:21])[F:20])[CH2:17][NH:18][C:2]1[CH:10]=[CH:9][C:8]([C:11]([F:14])([F:13])[F:12])=[CH:7][C:3]=1[C:4]([OH:6])=[O:5], predict the reactants needed to synthesize it. The reactants are: Cl[C:2]1[CH:10]=[CH:9][C:8]([C:11]([F:14])([F:13])[F:12])=[CH:7][C:3]=1[C:4]([OH:6])=[O:5].[F:15][C:16]([F:23])([C:19]([F:22])([F:21])[F:20])[CH2:17][NH2:18].C([O-])(=O)C.[K+].C(N(CC)CC)C. (2) The reactants are: [Br:1][C:2]1[CH:3]=[C:4]2[C:9](=[CH:10][CH:11]=1)[C:8](=[O:12])[NH:7][C:6](=[O:13])[C:5]2=[CH:14]OC.[NH2:17][C:18]1[CH:19]=[C:20]2[C:25](=[CH:26][CH:27]=1)[N:24]=[CH:23][CH:22]=[CH:21]2. Given the product [Br:1][C:2]1[CH:3]=[C:4]2[C:9](=[CH:10][CH:11]=1)[C:8](=[O:12])[NH:7][C:6](=[O:13])/[C:5]/2=[CH:14]\[NH:17][C:18]1[CH:19]=[C:20]2[C:25](=[CH:26][CH:27]=1)[N:24]=[CH:23][CH:22]=[CH:21]2, predict the reactants needed to synthesize it. (3) Given the product [F:51][C:45]1[C:46]([F:50])=[CH:47][CH:48]=[CH:49][C:44]=1[C@@H:30]1[CH2:31][CH2:32][C@H:33]([CH2:40][C:41](=[O:43])[N:52]2[CH2:53][CH2:54][CH:55]([N:58]3[C:66]4[C:61](=[N:62][CH:63]=[CH:64][CH:65]=4)[NH:60][C:59]3=[O:67])[CH2:56][CH2:57]2)[C:34]2=[N:35][CH:36]=[CH:37][CH:38]=[C:39]2[C@H:29]1[NH:28][C:26](=[O:27])[O:25][C:21]([CH3:24])([CH3:23])[CH3:22], predict the reactants needed to synthesize it. The reactants are: CCOP(ON1N=NC2C=CC=CC=2C1=O)(OCC)=O.[C:21]([O:25][C:26]([NH:28][C@@H:29]1[C:39]2[C:34](=[N:35][CH:36]=[CH:37][CH:38]=2)[C@@H:33]([CH2:40][C:41]([OH:43])=O)[CH2:32][CH2:31][C@H:30]1[C:44]1[CH:49]=[CH:48][CH:47]=[C:46]([F:50])[C:45]=1[F:51])=[O:27])([CH3:24])([CH3:23])[CH3:22].[NH:52]1[CH2:57][CH2:56][CH:55]([N:58]2[C:66]3[C:61](=[N:62][CH:63]=[CH:64][CH:65]=3)[NH:60][C:59]2=[O:67])[CH2:54][CH2:53]1.C(N(CC)CC)C. (4) The reactants are: [N:1]1([C:7]2[O:8][C:9]3[C:14]([C:15](=[O:17])[CH:16]=2)=[CH:13][CH:12]=[CH:11][C:10]=3B2OC(C)(C)C(C)(C)O2)[CH2:6][CH2:5][O:4][CH2:3][CH2:2]1.[Br-].[C:28]1([C:35]2[CH:40]=[CH:39][CH:38]=[CH:37][CH:36]=2)[C:29]([NH2:34])=[CH:30][CH:31]=[CH:32][CH:33]=1.C([O-])([O-])=O.[K+].[K+].O1CCOCC1. Given the product [NH2:34][C:29]1[C:28]([C:35]2[CH:36]=[CH:37][CH:38]=[CH:39][CH:40]=2)=[CH:33][C:32]([C:10]2[CH:11]=[CH:12][CH:13]=[C:14]3[C:9]=2[O:8][C:7]([N:1]2[CH2:2][CH2:3][O:4][CH2:5][CH2:6]2)=[CH:16][C:15]3=[O:17])=[CH:31][CH:30]=1, predict the reactants needed to synthesize it.